This data is from Catalyst prediction with 721,799 reactions and 888 catalyst types from USPTO. The task is: Predict which catalyst facilitates the given reaction. (1) Reactant: C(OC(=O)[NH:7][C:8]1[CH:13]=[C:12]([N:14]([CH3:16])[CH3:15])[C:11]([C:17]([F:20])([F:19])[F:18])=[CH:10][C:9]=1[NH:21][C:22](=[O:45])[CH2:23][C:24](=O)[C:25]1[CH:30]=[CH:29][CH:28]=[C:27]([N:31]2[C:35]([CH2:36][O:37]C3CCCCO3)=[CH:34][N:33]=[N:32]2)[CH:26]=1)(C)(C)C.C(O)(C(F)(F)F)=O. Product: [CH3:16][N:14]([CH3:15])[C:12]1[C:11]([C:17]([F:18])([F:19])[F:20])=[CH:10][C:9]2[NH:21][C:22](=[O:45])[CH2:23][C:24]([C:25]3[CH:30]=[CH:29][CH:28]=[C:27]([N:31]4[C:35]([CH2:36][OH:37])=[CH:34][N:33]=[N:32]4)[CH:26]=3)=[N:7][C:8]=2[CH:13]=1. The catalyst class is: 2. (2) Product: [O:31]1[CH2:29][CH2:28][CH2:27][CH:26]1[C:12]1[C:11]([O:10][C:9]2[CH:32]=[CH:33][C:6]([S:3]([CH2:1][CH3:2])(=[O:5])=[O:4])=[CH:7][CH:8]=2)=[CH:25][C:15]2[NH:16][C:17]([C:19]3[CH:24]=[CH:23][CH:22]=[CH:21][N:20]=3)=[N:18][C:14]=2[CH:13]=1. Reactant: [CH2:1]([S:3]([C:6]1[CH:33]=[CH:32][C:9]([O:10][C:11]2[C:12]([CH:26]([OH:31])[CH2:27][CH2:28][CH2:29]O)=[CH:13][C:14]3[N:18]=[C:17]([C:19]4[CH:24]=[CH:23][CH:22]=[CH:21][N:20]=4)[NH:16][C:15]=3[CH:25]=2)=[CH:8][CH:7]=1)(=[O:5])=[O:4])[CH3:2]. The catalyst class is: 22.